Dataset: Catalyst prediction with 721,799 reactions and 888 catalyst types from USPTO. Task: Predict which catalyst facilitates the given reaction. Reactant: [NH:1]1[C:5]2[CH:6]=[CH:7][CH:8]=[CH:9][C:4]=2[N:3]=[C:2]1[CH2:10][NH:11][CH:12]1[C:21]2[N:20]=[CH:19][CH:18]=[CH:17][C:16]=2[CH2:15][CH2:14][CH2:13]1.[CH3:22][C:23]([CH3:25])=O.C(O)(=O)C.[BH-](OC(C)=O)(OC(C)=O)OC(C)=O.[Na+]. Product: [NH:1]1[C:5]2[CH:6]=[CH:7][CH:8]=[CH:9][C:4]=2[N:3]=[C:2]1[CH2:10][N:11]([CH:23]([CH3:25])[CH3:22])[CH:12]1[C:21]2[N:20]=[CH:19][CH:18]=[CH:17][C:16]=2[CH2:15][CH2:14][CH2:13]1. The catalyst class is: 26.